This data is from Catalyst prediction with 721,799 reactions and 888 catalyst types from USPTO. The task is: Predict which catalyst facilitates the given reaction. (1) Reactant: Cl[CH2:2][C:3]1[CH:10]=[CH:9][C:6]([CH2:7][OH:8])=[CH:5][CH:4]=1.[NH:11]1[CH:15]=[CH:14][CH:13]=[N:12]1.C([O-])([O-])=O.[K+].[K+]. Product: [OH:8][CH2:7][C:6]1[CH:9]=[CH:10][C:3]([CH2:2][N:11]2[CH:15]=[CH:14][CH:13]=[N:12]2)=[CH:4][CH:5]=1. The catalyst class is: 23. (2) Reactant: [CH2:1]([O:8][C:9](=[O:36])[NH:10][CH2:11][CH2:12][CH2:13][CH2:14][C@H:15]([NH:27][C:28]([C@@H:30]1[CH2:35][CH2:34][CH2:33][NH:32][CH2:31]1)=[O:29])[C:16]([C:18]1[S:19][C:20]2[CH:26]=[CH:25][CH:24]=[CH:23][C:21]=2[N:22]=1)=[O:17])[C:2]1[CH:7]=[CH:6][CH:5]=[CH:4][CH:3]=1.Cl.[C:38]1([CH2:44][CH2:45][C:46](Cl)=[O:47])[CH:43]=[CH:42][CH:41]=[CH:40][CH:39]=1. Product: [CH2:1]([O:8][C:9](=[O:36])[NH:10][CH2:11][CH2:12][CH2:13][CH2:14][C@H:15]([NH:27][C:28]([C@@H:30]1[CH2:35][CH2:34][CH2:33][N:32]([C:46](=[O:47])[CH2:45][CH2:44][C:38]2[CH:43]=[CH:42][CH:41]=[CH:40][CH:39]=2)[CH2:31]1)=[O:29])[C:16]([C:18]1[S:19][C:20]2[CH:26]=[CH:25][CH:24]=[CH:23][C:21]=2[N:22]=1)=[O:17])[C:2]1[CH:3]=[CH:4][CH:5]=[CH:6][CH:7]=1. The catalyst class is: 2. (3) Reactant: [NH2:1][C:2]1[N:7]([CH2:8][CH2:9][CH3:10])[C:6](=[O:11])[N:5]([CH2:12][CH2:13][CH3:14])[C:4](=[O:15])[C:3]=1[NH:16][C:17]([CH:19]1[CH:24]2[CH2:25][CH:21]3[CH:22]([C:23]2=[O:26])[CH:20]13)=O.C(O)(C)C.[OH-].[K+]. Product: [O:26]=[C:23]1[CH:22]2[CH:20]3[CH:21]2[CH2:25][CH:24]1[CH:19]3[C:17]1[NH:16][C:3]2[C:4](=[O:15])[N:5]([CH2:12][CH2:13][CH3:14])[C:6](=[O:11])[N:7]([CH2:8][CH2:9][CH3:10])[C:2]=2[N:1]=1. The catalyst class is: 6. (4) The catalyst class is: 12. Reactant: C(=[N:14][C:15]1[CH:16]=[CH:17][C:18]([F:31])=[C:19]([C@@:21]2([CH3:30])[NH:26][C:25](=O)[CH2:24][O:23][C:22]2([CH3:29])[CH3:28])[CH:20]=1)(C1C=CC=CC=1)C1C=CC=CC=1.COC1C=CC(P2(SP(C3C=CC(OC)=CC=3)(=S)S2)=[S:41])=CC=1.Cl.C(=O)([O-])O.[Na+]. Product: [NH2:14][C:15]1[CH:16]=[CH:17][C:18]([F:31])=[C:19]([C@@:21]2([CH3:30])[NH:26][C:25](=[S:41])[CH2:24][O:23][C:22]2([CH3:29])[CH3:28])[CH:20]=1. (5) Product: [CH2:33]([C:18]1[C:17]([CH2:16][O:15][C:12]2[CH:13]=[CH:14][C:9]([O:8][C:5]([CH3:6])([CH3:7])[C:4]([OH:37])=[O:3])=[CH:10][CH:11]=2)=[CH:22][N:21]=[C:20]([C:23]2[CH:28]=[CH:27][C:26]([C:29]([F:31])([F:32])[F:30])=[CH:25][CH:24]=2)[N:19]=1)[CH2:34][CH2:35][CH3:36]. Reactant: C([O:3][C:4](=[O:37])[C:5]([O:8][C:9]1[CH:14]=[CH:13][C:12]([O:15][CH2:16][C:17]2[C:18]([CH2:33][CH2:34][CH2:35][CH3:36])=[N:19][C:20]([C:23]3[CH:28]=[CH:27][C:26]([C:29]([F:32])([F:31])[F:30])=[CH:25][CH:24]=3)=[N:21][CH:22]=2)=[CH:11][CH:10]=1)([CH3:7])[CH3:6])C.[Li+].[OH-]. The catalyst class is: 365.